Dataset: Full USPTO retrosynthesis dataset with 1.9M reactions from patents (1976-2016). Task: Predict the reactants needed to synthesize the given product. (1) Given the product [CH2:23]([C:22]1[CH:21]=[CH:20][C:15]([C:16]([O:18][CH3:19])=[O:17])=[CH:14][C:13]=1[N:12]([CH3:25])[C:2]1[N:7]=[CH:6][C:5]2[N:8]=[CH:9][N:10]([CH3:11])[C:4]=2[CH:3]=1)[CH3:24], predict the reactants needed to synthesize it. The reactants are: Cl[C:2]1[N:7]=[CH:6][C:5]2[N:8]=[CH:9][N:10]([CH3:11])[C:4]=2[CH:3]=1.[NH2:12][C:13]1[CH:14]=[C:15]([CH:20]=[CH:21][C:22]=1[CH2:23][CH3:24])[C:16]([O:18][CH3:19])=[O:17].[C:25](=O)([O-])[O-].[Cs+].[Cs+].C1(P(C2CCCCC2)C2C=CC=CC=2C2C(OC(C)C)=CC=CC=2OC(C)C)CCCCC1. (2) Given the product [F:1][C:2]1[C:7]([F:8])=[CH:6][CH:5]=[CH:4][C:3]=1[CH2:9][S:10][C:11]1[N:16]=[C:15]([NH:17][S:18]([C:21]2[CH:26]=[CH:25][C:24](=[O:27])[N:23]([CH3:28])[CH:22]=2)(=[O:19])=[O:20])[CH:14]=[C:13]([O:29][C@H:30]([CH3:52])[CH2:31][OH:32])[N:12]=1, predict the reactants needed to synthesize it. The reactants are: [F:1][C:2]1[C:7]([F:8])=[CH:6][CH:5]=[CH:4][C:3]=1[CH2:9][S:10][C:11]1[N:16]=[C:15]([NH:17][S:18]([C:21]2[CH:26]=[CH:25][C:24](=[O:27])[N:23]([CH3:28])[CH:22]=2)(=[O:20])=[O:19])[CH:14]=[C:13]([O:29][C@H:30]([CH3:52])[CH2:31][O:32]C(C2C=CC=CC=2)(C2C=CC=CC=2)C2C=CC=CC=2)[N:12]=1.C1(C)C=CC(S(O)(=O)=O)=CC=1.C1(OC)C=CC=CC=1. (3) The reactants are: [C:1]([C:3]1[CH:8]=[CH:7][C:6]([C:9](Cl)=[N:10][OH:11])=[C:5]([F:13])[CH:4]=1)#[N:2].[CH3:14][O:15][C:16](=[O:21])[C:17]([O:19][CH3:20])=[CH2:18]. Given the product [CH3:14][O:15][C:16]([C:17]1([O:19][CH3:20])[O:11][N:10]=[C:9]([C:6]2[CH:7]=[CH:8][C:3]([C:1]#[N:2])=[CH:4][C:5]=2[F:13])[CH2:18]1)=[O:21], predict the reactants needed to synthesize it.